Task: Predict the reactants needed to synthesize the given product.. Dataset: Full USPTO retrosynthesis dataset with 1.9M reactions from patents (1976-2016) (1) Given the product [CH2:1]([NH:7][C:8]([NH:9][C:10]1[CH:11]=[CH:12][C:13]([S:16]([NH:19][C:20]2[CH:21]=[CH:22][C:23]([N:26]3[CH2:27][CH2:28][CH:29]([NH:34][CH2:35][CH:36]([OH:37])[C:38]4[CH:39]=[N:40][C:41]([CH3:44])=[CH:42][CH:43]=4)[CH2:30][CH2:31]3)=[CH:24][CH:25]=2)(=[O:18])=[O:17])=[CH:14][CH:15]=1)=[O:33])[CH2:2][CH2:3][CH2:4][CH2:5][CH3:6], predict the reactants needed to synthesize it. The reactants are: [CH2:1]([NH:7][C:8](=[O:33])[NH:9][C:10]1[CH:15]=[CH:14][C:13]([S:16]([NH:19][C:20]2[CH:25]=[CH:24][C:23]([N:26]3[CH2:31][CH2:30][C:29](=O)[CH2:28][CH2:27]3)=[CH:22][CH:21]=2)(=[O:18])=[O:17])=[CH:12][CH:11]=1)[CH2:2][CH2:3][CH2:4][CH2:5][CH3:6].[NH2:34][CH2:35][CH:36]([C:38]1[CH:39]=[N:40][C:41]([CH3:44])=[CH:42][CH:43]=1)[OH:37]. (2) Given the product [O:37]=[C:22]1[CH:23]([C:27]2[CH:32]=[CH:31][CH:30]=[CH:29][C:28]=2[C:33]([F:34])([F:35])[F:36])[CH2:24][CH2:25][CH2:26][N:21]1[NH:20][C:48](=[O:49])[CH2:47][CH2:46][S:45][C:42]1[CH:43]=[CH:44][C:39]([CH3:38])=[CH:40][CH:41]=1, predict the reactants needed to synthesize it. The reactants are: C1C=CC2N(O)N=NC=2C=1.C(N(C(C)C)CC)(C)C.[NH2:20][N:21]1[CH2:26][CH2:25][CH2:24][CH:23]([C:27]2[CH:32]=[CH:31][CH:30]=[CH:29][C:28]=2[C:33]([F:36])([F:35])[F:34])[C:22]1=[O:37].[CH3:38][C:39]1[CH:44]=[CH:43][C:42]([S:45][CH2:46][CH2:47][C:48](O)=[O:49])=[CH:41][CH:40]=1.C(=O)(O)[O-].[Na+]. (3) The reactants are: Br[C:2]1[CH:3]=[C:4]([OH:8])[CH:5]=[N:6][CH:7]=1.[C:9]([Cu])#[N:10]. Given the product [OH:8][C:4]1[CH:5]=[N:6][CH:7]=[C:2]([CH:3]=1)[C:9]#[N:10], predict the reactants needed to synthesize it. (4) Given the product [C:1]([OH:16])(=[O:13])[C:2]1[CH:15]=[CH:14][C:5]([C:6]([OH:8])=[O:7])=[CH:4][CH:3]=1, predict the reactants needed to synthesize it. The reactants are: [C:1]1(=[O:16])[O:13]CCCC[O:8][C:6](=[O:7])[C:5]2[CH:14]=[CH:15][C:2]1=[CH:3][CH:4]=2.C(O)CCCO. (5) Given the product [NH:20]1[C:21]2[C:17](=[CH:16][C:15]([N:14]3[C:8]4([CH2:9][CH2:10][CH2:11][CH2:12][CH2:13]4)[CH2:7][NH:6][CH2:5][C:4]3=[O:3])=[CH:23][CH:22]=2)[CH:18]=[N:19]1, predict the reactants needed to synthesize it. The reactants are: C([O:3][C:4](=O)[CH2:5][NH:6][CH2:7][C:8]1([NH:14][C:15]2[CH:16]=[C:17]3[C:21](=[CH:22][CH:23]=2)[NH:20][N:19]=[CH:18]3)[CH2:13][CH2:12][CH2:11][CH2:10][CH2:9]1)C.